From a dataset of Aqueous solubility values for 9,982 compounds from the AqSolDB database. Regression/Classification. Given a drug SMILES string, predict its absorption, distribution, metabolism, or excretion properties. Task type varies by dataset: regression for continuous measurements (e.g., permeability, clearance, half-life) or binary classification for categorical outcomes (e.g., BBB penetration, CYP inhibition). For this dataset (solubility_aqsoldb), we predict Y. The compound is C/C=C/C=O. The Y is 0.320 log mol/L.